This data is from Full USPTO retrosynthesis dataset with 1.9M reactions from patents (1976-2016). The task is: Predict the reactants needed to synthesize the given product. (1) Given the product [Cl:1][C:13]1[C:14]2[C:19](=[CH:18][C:17]([CH:20]=[O:21])=[CH:16][C:15]=2[O:22][CH2:23][C:24]([F:25])([F:27])[F:26])[N:11]([CH2:9][CH3:10])[CH:12]=1, predict the reactants needed to synthesize it. The reactants are: [Cl:1]N1C(=O)CCC1=O.[CH2:9]([N:11]1[C:19]2[C:14](=[C:15]([O:22][CH2:23][C:24]([F:27])([F:26])[F:25])[CH:16]=[C:17]([CH:20]=[O:21])[CH:18]=2)[CH:13]=[CH:12]1)[CH3:10]. (2) The reactants are: [C:1]([NH2:4])(=[O:3])[CH3:2].[NH2:5][C:6]([NH2:8])=[O:7].[S-:9][C:10]#[N:11].[Na+:12]. Given the product [C:1]([NH2:4])(=[O:3])[CH3:2].[NH2:5][C:6]([NH2:8])=[O:7].[S-:9][C:10]#[N:11].[Na+:12], predict the reactants needed to synthesize it. (3) Given the product [ClH:38].[N:20]1([CH2:19][CH2:18][N:16]2[CH2:17][C:11]3[CH:10]=[C:9](/[CH:8]=[CH:7]/[C:6]([OH:29])=[O:5])[CH:28]=[N:27][C:12]=3[NH:13][C:14](=[O:26])[CH2:15]2)[CH2:25][CH2:24][O:23][CH2:22][CH2:21]1, predict the reactants needed to synthesize it. The reactants are: C([O:5][C:6](=[O:29])/[CH:7]=[CH:8]/[C:9]1[CH:28]=[N:27][C:12]2[NH:13][C:14](=[O:26])[CH2:15][N:16]([CH2:18][CH2:19][N:20]3[CH2:25][CH2:24][O:23][CH2:22][CH2:21]3)[CH2:17][C:11]=2[CH:10]=1)(C)(C)C.C(O)(C(F)(F)F)=O.C(Cl)[Cl:38]. (4) The reactants are: [F:1][C:2]1[CH:7]=[CH:6][C:5]([NH:8][C:9]2[N:17]=[CH:16][CH:15]=[CH:14][C:10]=2[C:11]([OH:13])=O)=[CH:4][CH:3]=1.CCN=C=NCCCN(C)C.C1C=CC2N(O)N=NC=2C=1.CCN(C(C)C)C(C)C.[CH3:48][C:49]([NH2:53])([C:51]#[CH:52])[CH3:50]. Given the product [F:1][C:2]1[CH:3]=[CH:4][C:5]([NH:8][C:9]2[N:17]=[CH:16][CH:15]=[CH:14][C:10]=2[C:11]([NH:53][C:49]([CH3:50])([C:51]#[CH:52])[CH3:48])=[O:13])=[CH:6][CH:7]=1, predict the reactants needed to synthesize it.